This data is from Forward reaction prediction with 1.9M reactions from USPTO patents (1976-2016). The task is: Predict the product of the given reaction. (1) The product is: [NH4+:1].[OH-:8].[C:39]([C:41]1[CH:51]=[CH:50][C:44]([C:45](/[N:47]=[C:48]2/[N:17]([C@@H:18]3[CH2:19][CH2:20][C@H:21]([C:24]([N:26]4[CH2:31][CH2:30][N:29]([C:32]([O:34][C:35]([CH3:38])([CH3:37])[CH3:36])=[O:33])[CH2:28][CH2:27]4)=[O:25])[CH2:22][CH2:23]3)[C:3]3[CH:4]=[C:5]([O:8][CH2:9][CH2:10][N:11]4[CH2:12][CH2:13][CH2:14][CH2:15][CH2:16]4)[N:6]=[CH:7][C:2]=3[NH:1]/2)=[O:46])=[CH:43][CH:42]=1)#[N:40]. Given the reactants [NH2:1][C:2]1[C:3]([NH:17][C@@H:18]2[CH2:23][CH2:22][C@H:21]([C:24]([N:26]3[CH2:31][CH2:30][N:29]([C:32]([O:34][C:35]([CH3:38])([CH3:37])[CH3:36])=[O:33])[CH2:28][CH2:27]3)=[O:25])[CH2:20][CH2:19]2)=[CH:4][C:5]([O:8][CH2:9][CH2:10][N:11]2[CH2:16][CH2:15][CH2:14][CH2:13][CH2:12]2)=[N:6][CH:7]=1.[C:39]([C:41]1[CH:51]=[CH:50][C:44]([C:45]([N:47]=[C:48]=S)=[O:46])=[CH:43][CH:42]=1)#[N:40].C1N=CN(C(N2C=NC=C2)=O)C=1.CO, predict the reaction product. (2) Given the reactants [CH3:1][C:2]1[N:3]=[C:4]([C:7]2[CH:11]=[C:10]([C:12]3[CH:17]=[CH:16][C:15]([O:18][C:19]([F:22])([F:21])[F:20])=[CH:14][CH:13]=3)[O:9][N:8]=2)[NH:5][N:6]=1.C([O-])([O-])=O.[K+].[K+].[Cl:29][C:30]1[CH:35]=[C:34]([CH2:36]Cl)[CH:33]=[CH:32][N:31]=1, predict the reaction product. The product is: [Cl:29][C:30]1[CH:35]=[C:34]([CH2:36][N:6]2[C:2]([CH3:1])=[N:3][C:4]([C:7]3[CH:11]=[C:10]([C:12]4[CH:13]=[CH:14][C:15]([O:18][C:19]([F:22])([F:20])[F:21])=[CH:16][CH:17]=4)[O:9][N:8]=3)=[N:5]2)[CH:33]=[CH:32][N:31]=1. (3) Given the reactants I[C:2]1[N:22]=[CH:21][C:5]2[N:6]=[CH:7][N:8]([CH2:11][C:12]3[CH:20]=[CH:19][C:15]([C:16]([OH:18])=[O:17])=[CH:14][CH:13]=3)[C:9](=[O:10])[C:4]=2[CH:3]=1.[C:23]1([CH2:29][C:30]#[CH:31])[CH:28]=[CH:27][CH:26]=[CH:25][CH:24]=1, predict the reaction product. The product is: [C:23]1([CH2:29][C:30]#[C:31][C:2]2[N:22]=[CH:21][C:5]3[N:6]=[CH:7][N:8]([CH2:11][C:12]4[CH:20]=[CH:19][C:15]([C:16]([OH:18])=[O:17])=[CH:14][CH:13]=4)[C:9](=[O:10])[C:4]=3[CH:3]=2)[CH:28]=[CH:27][CH:26]=[CH:25][CH:24]=1. (4) Given the reactants [NH2:1][CH2:2][CH2:3][NH:4][CH2:5][CH2:6][NH2:7].[C:8]([O:12][C:13]([O:15]N=C(C1C=CC=CC=1)C#N)=O)([CH3:11])([CH3:10])[CH3:9], predict the reaction product. The product is: [C:8]([O:12][C:13]([NH:1][CH2:2][CH2:3][NH:4][CH2:5][CH2:6][NH:7][C:13]([O:12][C:8]([CH3:9])([CH3:10])[CH3:11])=[O:15])=[O:15])([CH3:11])([CH3:10])[CH3:9]. (5) Given the reactants [CH3:1][O:2][C:3](=[O:16])[C:4]1[CH:9]=[C:8](Cl)[N:7]=[C:6]([NH:11][CH:12]([CH2:14][CH3:15])[CH3:13])[CH:5]=1.[CH3:17][N:18](C)C(=O)C, predict the reaction product. The product is: [CH3:1][O:2][C:3](=[O:16])[C:4]1[CH:9]=[C:8]([C:17]#[N:18])[N:7]=[C:6]([NH:11][C@H:12]([CH2:14][CH3:15])[CH3:13])[CH:5]=1. (6) The product is: [I-:1].[O:7]([C:8]1[CH:13]=[CH:12][C:11]([C:14]2[N:15]=[C:16]([NH3+:19])[S:17][CH:18]=2)=[CH:10][CH:9]=1)[C:6]1[CH:5]=[CH:4][CH:3]=[CH:21][CH:20]=1. Given the reactants [I-:1].Cl[C:3]1[CH:21]=[CH:20][C:6]([O:7][C:8]2[CH:13]=[CH:12][C:11]([C:14]3[N:15]=[C:16]([NH3+:19])[S:17][CH:18]=3)=[CH:10][CH:9]=2)=[CH:5][CH:4]=1.[I-].ClC1C=C(C=CC=1Cl)OC1C=CC(C2N=C([NH3+])SC=2)=CC=1.[I-].COC1C=CC(OC2C=CC(C3N=C([NH3+])SC=3)=CC=2)=CC=1.[I-].C1(C)C=CC(OC2C=CC(C3N=C([NH3+])SC=3)=CC=2)=CC=1.[I-].C1(C2C=CC=CC=2)C=CC(OC2C=CC(C3N=C([NH3+])SC=3)=CC=2)=CC=1.[I-].O(C1C=CC(OC2C=CC(C3N=C([NH3+])SC=3)=CC=2)=CC=1)C1C=CC=CC=1.[I-].C1(SC2C=CC(C3N=C([NH3+])SC=3)=CC=2)C=CC=CC=1.[I-].C1(C)C=CC(SC2C=CC(C3N=C([NH3+])SC=3)=CC=2)=CC=1.C[C@@H]1O[C@@H](O[C@@H]2C3=C(O)C4C(=O)C5C(=CC=CC=5OC)C(=O)C=4C(O)=C3C[C@@](O)(C(CO)=O)C2)C[C@H](N)[C@@H]1O.Cl, predict the reaction product.